Dataset: Catalyst prediction with 721,799 reactions and 888 catalyst types from USPTO. Task: Predict which catalyst facilitates the given reaction. (1) Product: [CH3:1][O:2][C:3]1[CH:8]=[CH:7][C:6]([C:9]2[CH:14]=[CH:13][CH:12]=[CH:11][CH:10]=2)=[CH:5][C:4]=1[CH2:15][CH2:16][C:17]1[CH:22]=[CH:21][CH:20]=[CH:19][CH:18]=1. The catalyst class is: 358. Reactant: [CH3:1][O:2][C:3]1[CH:8]=[CH:7][C:6]([C:9]2[CH:14]=[CH:13][CH:12]=[CH:11][CH:10]=2)=[CH:5][C:4]=1[C:15]#[C:16][C:17]1[CH:22]=[CH:21][CH:20]=[CH:19][CH:18]=1. (2) The catalyst class is: 53. Reactant: [Br:1][C:2]1[CH:7]=[CH:6][C:5]([CH2:8][C:9]([O:11][CH3:12])=[O:10])=[CH:4][CH:3]=1.[Br:13]N1C(=O)CCC1=O.C(OOC(=O)C1C=CC=CC=1)(=O)C1C=CC=CC=1. Product: [Br:13][CH:8]([C:5]1[CH:4]=[CH:3][C:2]([Br:1])=[CH:7][CH:6]=1)[C:9]([O:11][CH3:12])=[O:10]. (3) Reactant: Cl.[Br:2][C:3]1[CH:8]=[CH:7][C:6]([N:9]2[C:13]([CH2:14][C@@H:15]3[CH2:19][CH2:18][NH:17][CH2:16]3)=[N:12][NH:11][C:10]2=[O:20])=[C:5]([F:21])[CH:4]=1.CNN(NC)C(Cl)=[O:26].[CH:30]([N:33]([CH2:37]C)[CH:34](C)C)(C)C. Product: [Br:2][C:3]1[CH:8]=[CH:7][C:6]([N:9]2[C:10](=[O:20])[NH:11][N:12]=[C:13]2[CH2:14][C@@H:15]2[CH2:19][CH2:18][N:17]([C:37]([N:33]([CH3:34])[CH3:30])=[O:26])[CH2:16]2)=[C:5]([F:21])[CH:4]=1. The catalyst class is: 4. (4) Reactant: [OH:1][C:2]1[CH:7]=[CH:6][C:5]([CH2:8][C:9]([OH:11])=[O:10])=[CH:4][CH:3]=1.[C:12](OC(O[C:12]([CH3:15])([CH3:14])[CH3:13])N(C)C)([CH3:15])([CH3:14])[CH3:13].C(OCC)(=O)C. Product: [C:12]([O:10][C:9](=[O:11])[CH2:8][C:5]1[CH:4]=[CH:3][C:2]([OH:1])=[CH:7][CH:6]=1)([CH3:15])([CH3:14])[CH3:13]. The catalyst class is: 345.